This data is from CYP2C9 inhibition data for predicting drug metabolism from PubChem BioAssay. The task is: Regression/Classification. Given a drug SMILES string, predict its absorption, distribution, metabolism, or excretion properties. Task type varies by dataset: regression for continuous measurements (e.g., permeability, clearance, half-life) or binary classification for categorical outcomes (e.g., BBB penetration, CYP inhibition). Dataset: cyp2c9_veith. (1) The compound is Cc1nc2cnc(Oc3ccccc3)nc2n(Cc2cccs2)c1=O. The result is 1 (inhibitor). (2) The compound is O=C(Cc1ccccc1)N/N=C\c1ccc(Br)o1. The result is 1 (inhibitor). (3) The drug is O=C1c2ccccc2S(=O)(=O)N1CCCCN1CCN(c2ncccn2)CC1. The result is 0 (non-inhibitor). (4) The molecule is Cc1ccc(NC(=O)c2sccc2SCc2cccc(C(F)(F)F)c2)cc1. The result is 1 (inhibitor). (5) The result is 0 (non-inhibitor). The compound is CCOc1ccc(NC(C)=O)cc1.